Dataset: Reaction yield outcomes from USPTO patents with 853,638 reactions. Task: Predict the reaction yield, written as a fraction of the theoretical maximum amount of product (1.0 means a 100% yield; for example, 0.34 means a 34% yield). (1) The reactants are [F:1][C:2]([F:22])([F:21])[C:3]([N:5]1[CH2:10][CH2:9][CH:8]([C:11]2[CH:16]=[CH:15][C:14]([S:17](Cl)(=[O:19])=[O:18])=[CH:13][CH:12]=2)[CH2:7][CH2:6]1)=[O:4].[NH2:23][C:24]1[CH:29]=[CH:28][N:27]=[CH:26][N:25]=1.C1N2CCN(CC2)C1. The catalyst is C(#N)C. The product is [N:27]1[CH:28]=[CH:29][C:24]([NH:23][S:17]([C:14]2[CH:15]=[CH:16][C:11]([CH:8]3[CH2:9][CH2:10][N:5]([C:3](=[O:4])[C:2]([F:22])([F:21])[F:1])[CH2:6][CH2:7]3)=[CH:12][CH:13]=2)(=[O:19])=[O:18])=[N:25][CH:26]=1. The yield is 0.360. (2) The reactants are [CH3:1][CH2:2][C:3]([C:5]1[CH:10]=[CH:9]C(C#N)=[CH:7][CH:6]=1)=[O:4].[OH-:13].[Na+].[O:15]1[CH2:20][CH2:19]OCC1. The catalyst is O. The product is [C:3]([C:5]1[CH:10]=[CH:9][C:19]([C:20]([OH:15])=[O:13])=[CH:7][CH:6]=1)(=[O:4])[CH2:2][CH3:1]. The yield is 0.980. (3) The reactants are Cl[C:2]1[C:7]([S:8]([C:11]2[CH:16]=[CH:15][C:14]([O:17][CH3:18])=[CH:13][CH:12]=2)(=[O:10])=[O:9])=[CH:6][N:5]=[C:4]([CH3:19])[N:3]=1.CC([O-])=O.[Na+].C(O)C. The catalyst is [Pd].C1(C)C=CC=CC=1. The product is [CH3:18][O:17][C:14]1[CH:13]=[CH:12][C:11]([S:8]([C:7]2[CH:6]=[N:5][C:4]([CH3:19])=[N:3][CH:2]=2)(=[O:9])=[O:10])=[CH:16][CH:15]=1. The yield is 0.840.